This data is from Reaction yield outcomes from USPTO patents with 853,638 reactions. The task is: Predict the reaction yield, written as a fraction of the theoretical maximum amount of product (1.0 means a 100% yield; for example, 0.34 means a 34% yield). (1) The yield is 0.800. No catalyst specified. The reactants are [CH3:1][CH:2]1[CH2:5][O:4][CH:3]1CO.[CH3:8][CH:9]([CH2:14][CH2:15][CH3:16])[C:10]([O:12][CH3:13])=[O:11].C[O-].[Na+].C(O)(=O)C.[Cl-].[Na+]. The product is [CH3:8][CH:9]([CH2:14][CH2:15][CH3:16])[C:10]([O:12][CH2:13][C:2]1([CH3:1])[CH2:3][O:4][CH2:5]1)=[O:11]. (2) The reactants are [F:1][C:2]([F:16])([C:8]1[CH:13]=[CH:12][CH:11]=[C:10]([CH:14]=[CH2:15])[CH:9]=1)[C:3]([O:5][CH2:6][CH3:7])=[O:4].[CH3:17][S:18]([CH2:21]C=C)(=[O:20])=[O:19]. The catalyst is ClCCl.C1C=CC(P(C2C=CC=CC=2)[C-]2C=CC=C2)=CC=1.C1C=CC(P(C2C=CC=CC=2)[C-]2C=CC=C2)=CC=1.Cl[Pd]Cl.[Fe+2]. The product is [F:1][C:2]([F:16])([C:8]1[CH:13]=[CH:12][CH:11]=[C:10](/[CH:14]=[CH:15]/[CH2:17][S:18]([CH3:21])(=[O:20])=[O:19])[CH:9]=1)[C:3]([O:5][CH2:6][CH3:7])=[O:4]. The yield is 0.420. (3) The reactants are N1[CH:6]=[CH:5][CH:4]=[CH:3][CH:2]=1.COC1C=[C:13]([S:15]C)C=CC=1CO.CCCCCC.C[CH2:26][O:27]C(C)=O.C(Cl)Cl.C[C:35](C)=[O:36].[CH3:38]CCCCC.C(OCC)(=O)C. The catalyst is C(Cl)Cl.CCCCCC.[O-2].[O-2].[O-2].[Cr+6]. The product is [CH3:35][O:36][C:2]1[CH:38]=[C:6]([S:15][CH3:13])[CH:5]=[CH:4][C:3]=1[CH:26]=[O:27]. The yield is 0.790. (4) The yield is 0.450. The reactants are Br[C:2]1[CH:7]=[CH:6][CH:5]=[CH:4][N:3]=1.C([Li])CCC.[NH2:13][C:14]1[CH:22]=[CH:21][C:20]([Cl:23])=[CH:19][C:15]=1[C:16](O)=[O:17].Cl[Si](C)(C)C.Cl. The catalyst is CCOCC.C1COCC1. The product is [NH2:13][C:14]1[CH:22]=[CH:21][C:20]([Cl:23])=[CH:19][C:15]=1[C:16]([C:2]1[CH:7]=[CH:6][CH:5]=[CH:4][N:3]=1)=[O:17].